This data is from HIV replication inhibition screening data with 41,000+ compounds from the AIDS Antiviral Screen. The task is: Binary Classification. Given a drug SMILES string, predict its activity (active/inactive) in a high-throughput screening assay against a specified biological target. (1) The drug is Cl.N=C(C=Cc1ccc(-c2cn3cc(C=CC(=N)N4CCCC4)ccc3n2)cc1)N1CCCC1. The result is 1 (active). (2) The compound is N#Cc1ccccc1CSc1ncnc2[nH]cnc12. The result is 1 (active).